This data is from Catalyst prediction with 721,799 reactions and 888 catalyst types from USPTO. The task is: Predict which catalyst facilitates the given reaction. (1) Reactant: [OH:1][C:2]1[CH:7]=[CH:6][C:5]([NH:8][C:9](=[O:30])/[C:10](/[C:20]2[CH:25]=[CH:24][C:23]([O:26]COC)=[CH:22][CH:21]=2)=[C:11](/[C:14]2[CH:19]=[CH:18][CH:17]=[CH:16][CH:15]=2)\[CH2:12][CH3:13])=[CH:4][CH:3]=1.Cl.O. Product: [OH:1][C:2]1[CH:3]=[CH:4][C:5]([NH:8][C:9](=[O:30])/[C:10](/[C:20]2[CH:21]=[CH:22][C:23]([OH:26])=[CH:24][CH:25]=2)=[C:11](/[C:14]2[CH:19]=[CH:18][CH:17]=[CH:16][CH:15]=2)\[CH2:12][CH3:13])=[CH:6][CH:7]=1. The catalyst class is: 71. (2) Reactant: [CH:1]([N:4]1[C:12]2[C:7](=[CH:8][CH:9]=[CH:10][CH:11]=2)[CH2:6][C:5]1=[O:13])([CH3:3])[CH3:2].[N+:14]([O-])([O-:16])=[O:15].[Na+]. Product: [CH:1]([N:4]1[C:12]2[C:7](=[CH:8][C:9]([N+:14]([O-:16])=[O:15])=[CH:10][CH:11]=2)[CH2:6][C:5]1=[O:13])([CH3:3])[CH3:2]. The catalyst class is: 55. (3) Reactant: [Cl:1][C:2]1[CH:7]=[CH:6][C:5]([CH:8]([C:17]2[CH:22]=[CH:21][C:20]([Cl:23])=[CH:19][CH:18]=2)[S:9]([CH2:12][C:13](=[O:16])[CH2:14]Br)(=[O:11])=[O:10])=[CH:4][CH:3]=1.C(N(CC)CC)C.[C:31]1([CH2:37][SH:38])[CH:36]=[CH:35][CH:34]=[CH:33][CH:32]=1. The catalyst class is: 49. Product: [CH2:37]([S:38][CH2:14][C:13](=[O:16])[CH2:12][S:9]([CH:8]([C:17]1[CH:22]=[CH:21][C:20]([Cl:23])=[CH:19][CH:18]=1)[C:5]1[CH:6]=[CH:7][C:2]([Cl:1])=[CH:3][CH:4]=1)(=[O:11])=[O:10])[C:31]1[CH:36]=[CH:35][CH:34]=[CH:33][CH:32]=1. (4) Reactant: C[O:2][C:3]1[CH:8]=[CH:7][C:6]([O:9][C:10]2[CH:15]=[CH:14][CH:13]=[CH:12][CH:11]=2)=[CH:5][C:4]=1[S:16]([NH2:19])(=[O:18])=[O:17].B(Br)(Br)Br. Product: [OH:2][C:3]1[CH:8]=[CH:7][C:6]([O:9][C:10]2[CH:11]=[CH:12][CH:13]=[CH:14][CH:15]=2)=[CH:5][C:4]=1[S:16]([NH2:19])(=[O:17])=[O:18]. The catalyst class is: 2. (5) Reactant: [CH2:1]([O:8][C:9]([N:11]1[CH:15]([C:16]([OH:18])=[O:17])[CH2:14][S:13][C@@H:12]1[CH:19]1[CH2:24][CH2:23][CH2:22][NH:21][CH2:20]1)=[O:10])[C:2]1[CH:7]=[CH:6][CH:5]=[CH:4][CH:3]=1.CCN(C(C)C)C(C)C.[C:34](OC(=O)C)(=[O:36])[CH3:35]. Product: [CH2:1]([O:8][C:9]([N:11]1[CH:15]([C:16]([OH:18])=[O:17])[CH2:14][S:13][C@@H:12]1[CH:19]1[CH2:24][CH2:23][CH2:22][N:21]([C:34](=[O:36])[CH3:35])[CH2:20]1)=[O:10])[C:2]1[CH:3]=[CH:4][CH:5]=[CH:6][CH:7]=1. The catalyst class is: 4. (6) Reactant: Cl[CH2:2][CH2:3][CH2:4][C:5]([CH:8]1[O:12][CH2:11][CH2:10][O:9]1)([CH3:7])[CH3:6].[C-]#[N:14].[Na+]. Product: [O:9]1[CH2:10][CH2:11][O:12][CH:8]1[C:5]([CH3:7])([CH3:6])[CH2:4][CH2:3][C:2]#[N:14]. The catalyst class is: 6. (7) Reactant: [B-](F)(F)(F)F.[B-](F)(F)(F)F.C1[N+]2(CCl)CC[N+]([F:21])(CC2)C1.[CH2:22]([O:24][C:25]([C:27]1[CH:28]=[CH:29][C:30]([C:37]2[CH:42]=[C:41]([O:43][CH3:44])[CH:40]=[C:39]([O:45][CH3:46])[CH:38]=2)=[C:31]2[C:36]=1[N:35]=[CH:34][CH:33]=[CH:32]2)=[O:26])[CH3:23]. Product: [CH2:22]([O:24][C:25]([C:27]1[CH:28]=[CH:29][C:30]([C:37]2[CH:38]=[C:39]([O:45][CH3:46])[CH:40]=[C:41]([O:43][CH3:44])[C:42]=2[F:21])=[C:31]2[C:36]=1[N:35]=[CH:34][CH:33]=[CH:32]2)=[O:26])[CH3:23]. The catalyst class is: 23.